Dataset: Reaction yield outcomes from USPTO patents with 853,638 reactions. Task: Predict the reaction yield, written as a fraction of the theoretical maximum amount of product (1.0 means a 100% yield; for example, 0.34 means a 34% yield). (1) The reactants are I[C:2]([I:5])([CH3:4])C.[C:6](=O)([O-])[O-].[K+].[K+].[Si:12]([O:19][C@@H:20]1[N:26]([C:27]([O:29][CH2:30][CH:31]=[CH2:32])=[O:28])[C:25]2[CH:33]=[C:34]([OH:39])[C:35]([O:37][CH3:38])=[CH:36][C:24]=2[C:23](=[O:40])[N:22]2[CH:41]=[C:42](/[CH:44]=[CH:45]/[CH3:46])[CH2:43][C@@H:21]12)([C:15]([CH3:18])([CH3:17])[CH3:16])([CH3:14])[CH3:13]. The catalyst is CC(C)=O. The product is [Si:12]([O:19][C@@H:20]1[N:26]([C:27]([O:29][CH2:30][CH:31]=[CH2:32])=[O:28])[C:25]2[CH:33]=[C:34]([O:39][CH2:6][CH2:4][CH2:2][I:5])[C:35]([O:37][CH3:38])=[CH:36][C:24]=2[C:23](=[O:40])[N:22]2[CH:41]=[C:42](/[CH:44]=[CH:45]/[CH3:46])[CH2:43][C@@H:21]12)([C:15]([CH3:18])([CH3:17])[CH3:16])([CH3:13])[CH3:14]. The yield is 0.560. (2) The reactants are [CH3:1][C:2]1[N:7]=[CH:6][C:5]([CH2:8][N:9]2[CH2:14][CH2:13][O:12][CH2:11][CH2:10]2)=[CH:4][CH:3]=1.[CH2:15]([O:17][C:18](=O)[O:19]CC)[CH3:16].C([N-]C(C)C)(C)C.[Li+].[Cl-].[NH4+]. The catalyst is O1CCCC1. The product is [CH2:15]([O:17][C:18](=[O:19])[CH2:1][C:2]1[CH:3]=[CH:4][C:5]([CH2:8][N:9]2[CH2:14][CH2:13][O:12][CH2:11][CH2:10]2)=[CH:6][N:7]=1)[CH3:16]. The yield is 0.800. (3) The reactants are [C:1]1([C:14]2[CH:19]=[CH:18][CH:17]=[CH:16][CH:15]=2)[CH:6]=[CH:5][C:4]([C:7](=[O:13])[CH2:8][CH2:9][CH2:10][CH:11]=[CH2:12])=[CH:3][CH:2]=1.B(F)(F)F.CC[O:26]CC.[OH-].[Na+].OO.C([O-])([O-])=O.[K+].[K+]. The catalyst is [BH4-].[Na+].COCCOCCOC.O. The product is [C:1]1([C:14]2[CH:15]=[CH:16][CH:17]=[CH:18][CH:19]=2)[CH:2]=[CH:3][C:4]([CH:7]([OH:13])[CH2:8][CH2:9][CH2:10][CH2:11][CH2:12][OH:26])=[CH:5][CH:6]=1. The yield is 0.650. (4) The reactants are C(Cl)CCl.C1C=C[C:8]2N(O)N=[N:11][C:9]=2[CH:10]=1.CCN(CC)CC.[C:22]([O:26][C:27]([NH:29][CH:30]([CH2:36][C:37]1[CH:42]=[CH:41][CH:40]=[CH:39][CH:38]=1)[CH:31]([OH:35])[C:32]([OH:34])=O)=[O:28])([CH3:25])([CH3:24])[CH3:23].C1(N)CC1. The catalyst is C(Cl)Cl. The product is [CH:9]1([NH:11][C:32](=[O:34])[CH:31]([OH:35])[CH:30]([NH:29][C:27](=[O:28])[O:26][C:22]([CH3:23])([CH3:24])[CH3:25])[CH2:36][C:37]2[CH:42]=[CH:41][CH:40]=[CH:39][CH:38]=2)[CH2:10][CH2:8]1. The yield is 0.850.